This data is from Forward reaction prediction with 1.9M reactions from USPTO patents (1976-2016). The task is: Predict the product of the given reaction. (1) Given the reactants Cl[CH2:2][CH2:3][CH2:4][N:5]1[CH2:10][CH2:9][N:8]([C:11]([O:13][C:14]([CH3:17])([CH3:16])[CH3:15])=[O:12])[CH2:7][CH2:6]1.C(=O)([O-])[O-].[Cs+].[Cs+].[NH2:24][C:25]1[S:26][CH:27]=[C:28]([C:30]2[CH:35]=[CH:34][CH:33]=[CH:32][CH:31]=2)[N:29]=1, predict the reaction product. The product is: [C:30]1([C:28]2[N:29]=[C:25]([NH:24][CH2:2][CH2:3][CH2:4][N:5]3[CH2:10][CH2:9][N:8]([C:11]([O:13][C:14]([CH3:17])([CH3:16])[CH3:15])=[O:12])[CH2:7][CH2:6]3)[S:26][CH:27]=2)[CH:31]=[CH:32][CH:33]=[CH:34][CH:35]=1. (2) Given the reactants Cl.[OH:2][CH2:3][C@H:4]([NH-:17])[C:5]1[CH:10]=[CH:9][C:8]([O:11][CH2:12][C@@H:13]([CH3:16])[CH2:14][CH3:15])=[CH:7][CH:6]=1.C(N(CC)CC)C.[S:25]1[CH:29]=[CH:28][CH:27]=[C:26]1[C@H:30]1[CH2:32][C@@H:31]1[C:33](Cl)=[O:34], predict the reaction product. The product is: [OH:2][CH2:3][C@H:4]([NH:17][C:33]([C@H:31]1[CH2:32][C@@H:30]1[C:26]1[S:25][CH:29]=[CH:28][CH:27]=1)=[O:34])[C:5]1[CH:10]=[CH:9][C:8]([O:11][CH2:12][C@@H:13]([CH3:16])[CH2:14][CH3:15])=[CH:7][CH:6]=1.